From a dataset of Full USPTO retrosynthesis dataset with 1.9M reactions from patents (1976-2016). Predict the reactants needed to synthesize the given product. Given the product [N:25]1([CH2:2][CH2:3][CH2:4][CH2:5][O:6][C:7]2[CH:24]=[CH:23][C:10]3[C:11]([C:16]4[CH:21]=[CH:20][C:19]([Br:22])=[CH:18][CH:17]=4)=[N:12][S:13](=[O:14])(=[O:15])[C:9]=3[CH:8]=2)[CH2:28][CH2:27][CH2:26]1, predict the reactants needed to synthesize it. The reactants are: Br[CH2:2][CH2:3][CH2:4][CH2:5][O:6][C:7]1[CH:24]=[CH:23][C:10]2[C:11]([C:16]3[CH:21]=[CH:20][C:19]([Br:22])=[CH:18][CH:17]=3)=[N:12][S:13](=[O:15])(=[O:14])[C:9]=2[CH:8]=1.[NH:25]1[CH2:28][CH2:27][CH2:26]1.